This data is from Forward reaction prediction with 1.9M reactions from USPTO patents (1976-2016). The task is: Predict the product of the given reaction. (1) Given the reactants [CH2:1]([O:3][C:4](=[O:17])/[CH:5]=[CH:6]/[C:7]1[CH:8]=[N:9][C:10]([C:13]([F:16])([F:15])[F:14])=[CH:11][CH:12]=1)[CH3:2].[Br-].[CH2:19]([S+]1CCCC1)[C:20]1[CH:25]=[CH:24][CH:23]=[CH:22][CH:21]=1.[SH3+].C1OCCOCCOCCOC1.[Li+].C[Si]([N-][Si](C)(C)C)(C)C, predict the reaction product. The product is: [CH2:1]([O:3][C:4]([C@H:5]1[C@H:6]([C:7]2[CH:8]=[N:9][C:10]([C:13]([F:14])([F:15])[F:16])=[CH:11][CH:12]=2)[C@H:19]1[C:20]1[CH:25]=[CH:24][CH:23]=[CH:22][CH:21]=1)=[O:17])[CH3:2]. (2) Given the reactants [CH:1]1[C:14]2[C:5](=[N:6][CH:7]=[C:8]3[C:13]=2[CH:12]=[CH:11][CH:10]=[CH:9]3)[CH:4]=[CH:3][CH:2]=1.C[Li].[CH2:17](OCC)C.[CH3:22][O:23][C:24]1[CH:29]=[CH:28][C:27]([S:30](Cl)(=[O:32])=[O:31])=[CH:26][C:25]=1[C:34]([F:37])([F:36])[F:35], predict the reaction product. The product is: [CH3:22][O:23][C:24]1[CH:29]=[CH:28][C:27]([S:30]([N:6]2[CH:7]([CH3:17])[C:8]3[C:13](=[CH:12][CH:11]=[CH:10][CH:9]=3)[C:14]3[CH:1]=[CH:2][CH:3]=[CH:4][C:5]2=3)(=[O:32])=[O:31])=[CH:26][C:25]=1[C:34]([F:37])([F:36])[F:35]. (3) Given the reactants [Cl:1][C:2]1[C:7]([CH:8]=O)=[C:6]([O:10][CH3:11])[N:5]=[C:4]([O:12][CH3:13])[N:3]=1.[CH:14]1([C:17]2[CH:21]=[C:20]([NH2:22])[N:19]([CH2:23][CH3:24])[N:18]=2)[CH2:16][CH2:15]1.[BH4-].[Na+], predict the reaction product. The product is: [Cl:1][C:2]1[C:7]([CH2:8][NH:22][C:20]2[N:19]([CH2:23][CH3:24])[N:18]=[C:17]([CH:14]3[CH2:16][CH2:15]3)[CH:21]=2)=[C:6]([O:10][CH3:11])[N:5]=[C:4]([O:12][CH3:13])[N:3]=1.